From a dataset of Reaction yield outcomes from USPTO patents with 853,638 reactions. Predict the reaction yield, written as a fraction of the theoretical maximum amount of product (1.0 means a 100% yield; for example, 0.34 means a 34% yield). (1) The reactants are [CH3:1][O:2][C:3]([C:5]1[C:6]([CH3:25])=[C:7]([C:15]([C:17]2[CH:18]=[N:19][N:20]([CH2:23][CH3:24])[C:21]=2[OH:22])=[O:16])[CH:8]=[CH:9][C:10]=1[S:11]([CH3:14])(=[O:13])=[O:12])=[O:4].C(N(CC)CC)C.[CH3:33][CH2:34][S:35][C:36](Cl)=[O:37]. The catalyst is O1CCCC1. The product is [CH3:1][O:2][C:3]([C:5]1[C:6]([CH3:25])=[C:7]([C:15]([C:17]2[CH:18]=[N:19][N:20]([CH2:23][CH3:24])[C:21]=2[O:22][C:36]([S:35][CH2:34][CH3:33])=[O:37])=[O:16])[CH:8]=[CH:9][C:10]=1[S:11]([CH3:14])(=[O:13])=[O:12])=[O:4]. The yield is 0.660. (2) The reactants are [CH3:1][N:2]([CH3:16])[S:3]([C:6]1[CH:15]=[C:14]2[C:9]([CH2:10][CH2:11][NH:12][CH2:13]2)=[CH:8][CH:7]=1)(=[O:5])=[O:4].[C:17]([O:20][C@@H:21]([C:23]1[N:28]=[C:27](Cl)[CH:26]=[CH:25][N:24]=1)[CH3:22])(=[O:19])[CH3:18].C(N(CC)CC)C. The catalyst is C(O)(C)C. The product is [C:17]([O:20][C@@H:21]([C:23]1[N:24]=[C:25]([N:12]2[CH2:11][CH2:10][C:9]3[C:14](=[CH:15][C:6]([S:3](=[O:5])(=[O:4])[N:2]([CH3:16])[CH3:1])=[CH:7][CH:8]=3)[CH2:13]2)[CH:26]=[CH:27][N:28]=1)[CH3:22])(=[O:19])[CH3:18]. The yield is 0.920. (3) The reactants are Br[C:2]1[CH:3]=[C:4]([N:8]2[C:12]([CH3:13])=[C:11]([C:14]([N:16]3[CH2:20][CH2:19][CH:18]([N:21]([CH2:24][CH3:25])[CH2:22][CH3:23])[CH2:17]3)=[O:15])[C:10]([CH3:26])=[N:9]2)[CH:5]=[CH:6][CH:7]=1.[Cl:27][C:28]1[CH:33]=[CH:32][C:31](/[CH:34]=[CH:35]/B(O)O)=[CH:30][CH:29]=1. No catalyst specified. The product is [Cl:27][C:28]1[CH:33]=[CH:32][C:31](/[CH:34]=[CH:35]/[C:2]2[CH:3]=[C:4]([N:8]3[C:12]([CH3:13])=[C:11]([C:14]([N:16]4[CH2:20][CH2:19][CH:18]([N:21]([CH2:24][CH3:25])[CH2:22][CH3:23])[CH2:17]4)=[O:15])[C:10]([CH3:26])=[N:9]3)[CH:5]=[CH:6][CH:7]=2)=[CH:30][CH:29]=1. The yield is 0.670.